Predict the reactants needed to synthesize the given product. From a dataset of Full USPTO retrosynthesis dataset with 1.9M reactions from patents (1976-2016). (1) Given the product [CH2:27]([C:3]1[N:4]=[C:5]([CH2:24][CH2:25][CH3:26])[N:6]([CH2:9][C:10]2[CH:11]=[CH:12][C:13]([C:16]3[C:17]([C:22]#[N:23])=[CH:18][CH:19]=[CH:20][CH:21]=3)=[CH:14][CH:15]=2)[C:7](=[O:8])[C:2]=1[C:32]1[CH:33]=[CH:34][C:35]([O:36][CH:37]([CH3:38])[CH3:39])=[C:30]([F:29])[CH:31]=1)[CH3:28], predict the reactants needed to synthesize it. The reactants are: Br[C:2]1[C:7](=[O:8])[N:6]([CH2:9][C:10]2[CH:15]=[CH:14][C:13]([C:16]3[C:17]([C:22]#[N:23])=[CH:18][CH:19]=[CH:20][CH:21]=3)=[CH:12][CH:11]=2)[C:5]([CH2:24][CH2:25][CH3:26])=[N:4][C:3]=1[CH2:27][CH3:28].[F:29][C:30]1[CH:31]=[C:32](B(O)O)[CH:33]=[CH:34][C:35]=1[O:36][CH:37]([CH3:39])[CH3:38].C(=O)([O-])[O-].[Cs+].[Cs+]. (2) Given the product [Br:15][C:16]1[CH:17]=[C:18]([CH:19]=[CH:20][CH:21]=1)[O:22][CH2:26][CH2:25][N:24]([CH3:28])[CH3:23], predict the reactants needed to synthesize it. The reactants are: N(C(OC(C)C)=O)=NC(OC(C)C)=O.[Br:15][C:16]1[CH:17]=[C:18]([OH:22])[CH:19]=[CH:20][CH:21]=1.[CH3:23][N:24]([CH3:28])[CH2:25][CH2:26]O.C1(P(C2C=CC=CC=2)C2C=CC=CC=2)C=CC=CC=1. (3) Given the product [Br:1][C:2]1[CH:7]=[C:6]2[C:5]([C:8]([CH2:9][CH3:10])=[N:11][N:12]2[C:13]2[CH:18]=[CH:17][CH:16]=[CH:15][CH:14]=2)=[CH:4][CH:3]=1, predict the reactants needed to synthesize it. The reactants are: [Br:1][C:2]1[CH:7]=[CH:6][C:5](/[C:8](=[N:11]\[NH:12][C:13]2[CH:18]=[CH:17][CH:16]=[CH:15][CH:14]=2)/[CH2:9][CH3:10])=[C:4](F)[CH:3]=1.BrC1C=CC(/C(=N/NC2C=CC=CC=2)/CC)=C(F)C=1.C(=O)([O-])[O-].[K+].[K+]. (4) Given the product [Br:14][C:11]1[S:10][CH:9]=[C:8]([C:3]2[CH:4]=[CH:5][CH:6]=[CH:7][C:2]=2[F:1])[N:12]=1, predict the reactants needed to synthesize it. The reactants are: [F:1][C:2]1[CH:7]=[CH:6][CH:5]=[CH:4][C:3]=1[C:8](=O)[CH2:9][S:10][C:11]#[N:12].[BrH:14].C(O)(=O)C.O. (5) Given the product [Cl-:7].[CH2:8]([N+:2]1([CH3:1])[CH:6]=[CH:5][N:4]=[CH:3]1)[CH2:9][CH2:10][CH3:11], predict the reactants needed to synthesize it. The reactants are: [CH3:1][N:2]1[CH:6]=[CH:5][N:4]=[CH:3]1.[Cl:7][CH2:8][CH2:9][CH2:10][CH3:11]. (6) Given the product [Br:9][C:10]1[S:14][C:13]([CH:15]=[CH:4][C:2](=[O:3])[C:1]([OH:6])=[O:5])=[CH:12][CH:11]=1, predict the reactants needed to synthesize it. The reactants are: [C:1]([OH:6])(=[O:5])[C:2]([CH3:4])=[O:3].[OH-].[Na+].[Br:9][C:10]1[S:14][C:13]([CH:15]=O)=[CH:12][CH:11]=1. (7) Given the product [OH:41][C@H:28]([C:29]1[CH:34]=[CH:33][C:32]([OH:35])=[C:31]([NH:36][S:37]([CH3:40])(=[O:38])=[O:39])[CH:30]=1)[CH2:27][NH:26][CH:23]1[CH2:24][CH2:25][N:20]([C:17]2[CH:18]=[CH:19][C:14]([C:13]([NH:12][C@@H:4]([CH2:5][C:6]3[CH:11]=[CH:10][CH:9]=[CH:8][CH:7]=3)[C:3]([OH:43])=[O:2])=[O:42])=[CH:15][CH:16]=2)[CH2:21][CH2:22]1, predict the reactants needed to synthesize it. The reactants are: C[O:2][C:3](=[O:43])[C@@H:4]([NH:12][C:13](=[O:42])[C:14]1[CH:19]=[CH:18][C:17]([N:20]2[CH2:25][CH2:24][CH:23]([NH:26][CH2:27][C@H:28]([OH:41])[C:29]3[CH:34]=[CH:33][C:32]([OH:35])=[C:31]([NH:36][S:37]([CH3:40])(=[O:39])=[O:38])[CH:30]=3)[CH2:22][CH2:21]2)=[CH:16][CH:15]=1)[CH2:5][C:6]1[CH:11]=[CH:10][CH:9]=[CH:8][CH:7]=1.[OH-].[Na+].